This data is from Forward reaction prediction with 1.9M reactions from USPTO patents (1976-2016). The task is: Predict the product of the given reaction. (1) Given the reactants [C:1]([N:4]1[CH2:8][CH2:7][N:6]([C:9]2[CH:14]=[C:13](Cl)[CH:12]=[CH:11][C:10]=2[C:16]([N:18]2[CH2:23][CH2:22][N:21]([C:24]3[C:29]([CH3:30])=[CH:28][C:27]([CH:31]4[CH2:33][CH2:32]4)=[CH:26][N:25]=3)[CH2:20][CH2:19]2)=[O:17])[C:5]1=[O:34])(=[O:3])[CH3:2].[CH3:35][C:36]1([CH3:42])[O:40][C:39](=[O:41])[N:38]=[CH:37]1, predict the reaction product. The product is: [C:1]([N:4]1[CH2:8][CH2:7][N:6]([C:9]2[CH:14]=[C:13]([N:38]3[CH2:37][C:36]([CH3:42])([CH3:35])[O:40][C:39]3=[O:41])[CH:12]=[CH:11][C:10]=2[C:16]([N:18]2[CH2:23][CH2:22][N:21]([C:24]3[C:29]([CH3:30])=[CH:28][C:27]([CH:31]4[CH2:33][CH2:32]4)=[CH:26][N:25]=3)[CH2:20][CH2:19]2)=[O:17])[C:5]1=[O:34])(=[O:3])[CH3:2]. (2) Given the reactants O[CH2:2][CH2:3][NH:4][C@H:5]([C:8]([OH:10])=[O:9])[CH2:6][SH:7].[ClH:11], predict the reaction product. The product is: [ClH:11].[Cl:11][CH2:2][CH2:3][NH:4][C@H:5]([C:8]([OH:10])=[O:9])[CH2:6][SH:7]. (3) Given the reactants C([N-]C(C)C)(C)C.[Li+].[Br:9][C:10]1[CH:11]=[C:12]([C:17]2[S:21][CH:20]=[N:19][CH:18]=2)[CH:13]=[C:14]([CH3:16])[CH:15]=1.[O:22]=[C:23]1[CH2:28][CH2:27][CH:26]([C:29]([O:31][C:32]([CH3:35])([CH3:34])[CH3:33])=[O:30])[CH2:25][CH2:24]1, predict the reaction product. The product is: [Br:9][C:10]1[CH:11]=[C:12]([C:17]2[S:21][C:20]([C:23]3([OH:22])[CH2:24][CH2:25][CH:26]([C:29]([O:31][C:32]([CH3:34])([CH3:33])[CH3:35])=[O:30])[CH2:27][CH2:28]3)=[N:19][CH:18]=2)[CH:13]=[C:14]([CH3:16])[CH:15]=1. (4) Given the reactants [CH3:1][O:2][C:3]([C@H:5]1[CH2:9][CH2:8][N:7]([C:10](=[O:14])[C:11]([OH:13])=O)[C@H:6]1[CH3:15])=[O:4].CN(C=O)C.[F:21][C:22]([F:27])([F:26])[C@H:23]([NH2:25])[CH3:24].CN(C(ON1N=NC2C=CC=NC1=2)=[N+](C)C)C.F[P-](F)(F)(F)(F)F, predict the reaction product. The product is: [CH3:15][C@H:6]1[C@@H:5]([C:3]([O:2][CH3:1])=[O:4])[CH2:9][CH2:8][N:7]1[C:10](=[O:14])[C:11](=[O:13])[NH:25][C@H:23]([CH3:24])[C:22]([F:27])([F:26])[F:21]. (5) The product is: [C:1]([O:5][CH2:6][CH2:7][CH2:8][CH2:9][CH2:10][CH2:11][O:12][C:13]1[CH:14]=[CH:15][C:16]([C:17]([O:19][C:71]2[CH:70]=[CH:69][C:68]([CH:60]3[NH:59][C:58]4[C:67]5[C:66]([C:55](/[N:54]=[N:53]/[C:50]6[CH:51]=[CH:52][C:47](/[N:46]=[N:45]/[C:42]7[CH:41]=[CH:40][C:39]([N:38]([CH3:75])[CH3:37])=[CH:44][CH:43]=7)=[CH:48][CH:49]=6)=[CH:56][CH:57]=4)=[CH:65][CH:64]=[CH:63][C:62]=5[NH:61]3)=[CH:73][CH:72]=2)=[O:18])=[CH:20][CH:21]=1)(=[O:4])[CH:2]=[CH2:3]. Given the reactants [C:1]([O:5][CH2:6][CH2:7][CH2:8][CH2:9][CH2:10][CH2:11][O:12][C:13]1[CH:21]=[CH:20][C:16]([C:17]([OH:19])=[O:18])=[CH:15][CH:14]=1)(=[O:4])[CH:2]=[CH2:3].C1CCC(N=C=NC2CCCCC2)CC1.[CH3:37][N:38]([CH3:75])[C:39]1[CH:44]=[CH:43][C:42](/[N:45]=[N:46]/[C:47]2[CH:52]=[CH:51][C:50](/[N:53]=[N:54]/[C:55]3[C:66]4[C:67]5[C:58]([NH:59][CH:60]([C:68]6[CH:73]=[CH:72][C:71](O)=[CH:70][CH:69]=6)[NH:61][C:62]=5[CH:63]=[CH:64][CH:65]=4)=[CH:57][CH:56]=3)=[CH:49][CH:48]=2)=[CH:41][CH:40]=1, predict the reaction product. (6) Given the reactants [NH2:1][CH2:2][C@H:3]1[C@H:9]([C:10]2[CH:15]=[CH:14][C:13]([Cl:16])=[C:12]([F:17])[CH:11]=2)[O:8][CH2:7][CH2:6][N:5](C(OC(C)(C)C)=O)[CH2:4]1.Cl.[N:26]1[CH:31]=[CH:30][CH:29]=[CH:28][C:27]=1[O:32][CH2:33][C:34](O)=[O:35], predict the reaction product. The product is: [ClH:16].[Cl:16][C:13]1[CH:14]=[CH:15][C:10]([C@@H:9]2[O:8][CH2:7][CH2:6][NH:5][CH2:4][C@H:3]2[CH2:2][NH:1][C:34](=[O:35])[CH2:33][O:32][C:27]2[CH:28]=[CH:29][CH:30]=[CH:31][N:26]=2)=[CH:11][C:12]=1[F:17]. (7) Given the reactants [C:1]1([N:7]2[C:25](=[O:26])[C:10]3=[CH:11][NH:12][C:13]4[CH:14]=[CH:15][C:16]([N:19]5[CH2:24][CH2:23][NH:22][CH2:21][CH2:20]5)=[N:17][C:18]=4[C:9]3=[N:8]2)[CH:6]=[CH:5][CH:4]=[CH:3][CH:2]=1.[C:27]1(N2CCNCC2)[CH:32]=[CH:31][CH:30]=[CH:29][CH:28]=1, predict the reaction product. The product is: [C:1]1([N:7]2[C:25](=[O:26])[C:10]3=[CH:11][NH:12][C:13]4[CH:14]=[CH:15][C:16]([N:19]5[CH2:20][CH2:21][N:22]([C:27]6[CH:32]=[CH:31][CH:30]=[CH:29][CH:28]=6)[CH2:23][CH2:24]5)=[N:17][C:18]=4[C:9]3=[N:8]2)[CH:6]=[CH:5][CH:4]=[CH:3][CH:2]=1. (8) The product is: [CH:1]([S:4]([C:7]1[CH:12]=[CH:11][CH:10]=[CH:9][C:8]=1[CH:13]([OH:15])[CH3:14])(=[O:6])=[O:5])([CH3:3])[CH3:2]. Given the reactants [CH:1]([S:4]([C:7]1[CH:12]=[CH:11][CH:10]=[CH:9][C:8]=1[C:13](=[O:15])[CH3:14])(=[O:6])=[O:5])([CH3:3])[CH3:2].[BH4-].[Na+], predict the reaction product.